Predict the product of the given reaction. From a dataset of Forward reaction prediction with 1.9M reactions from USPTO patents (1976-2016). (1) Given the reactants [H-].[Na+].CN(C)C=[O:6].[Br:8][C:9]1[CH:10]=[C:11]2[C:16](=[CH:17][CH:18]=1)[C:15](=[O:19])[NH:14][CH:13]=[CH:12]2.Br[CH2:21][C:22]([CH3:24])=[CH2:23], predict the reaction product. The product is: [Br:8][C:9]1[CH:10]=[C:11]2[C:16](=[CH:17][CH:18]=1)[C:15](=[O:19])[N:14]([CH2:21][C:22]([OH:6])([CH3:24])[CH3:23])[CH:13]=[CH:12]2. (2) Given the reactants [Br:1][C:2]1[CH:11]=[CH:10][CH:9]=[C:8]2[C:3]=1[CH:4]=[CH:5][C:6](Cl)=[N:7]2.[CH3:13][C:14]1[O:18][C:17]([CH2:19][NH2:20])=[CH:16][CH:15]=1, predict the reaction product. The product is: [Br:1][C:2]1[CH:11]=[CH:10][CH:9]=[C:8]2[C:3]=1[CH:4]=[CH:5][C:6]([NH:20][CH2:19][C:17]1[O:18][C:14]([CH3:13])=[CH:15][CH:16]=1)=[N:7]2. (3) Given the reactants C(OC(=O)[NH:7][C@@:8]12[CH2:13][CH:12]1[CH2:11][N:10]([C:14](=[O:19])[C:15]([F:18])([F:17])[F:16])[C@H:9]2[C:20]1[CH:25]=[CH:24][CH:23]=[CH:22][CH:21]=1)(C)(C)C.[F:27][C:28]([F:33])([F:32])[C:29]([OH:31])=[O:30], predict the reaction product. The product is: [NH2:7][C@@:8]12[CH2:13][CH:12]1[CH2:11][N:10]([C:14](=[O:19])[C:15]([F:16])([F:17])[F:18])[C@H:9]2[C:20]1[CH:25]=[CH:24][CH:23]=[CH:22][CH:21]=1.[F:27][C:28]([F:33])([F:32])[C:29]([OH:31])=[O:30]. (4) Given the reactants [Cl:1][C:2]1[CH:3]=[C:4]([C:9]2([C:24]([F:27])([F:26])[F:25])[O:13][N:12]=[C:11]([C:14]3[CH:22]=[CH:21][C:17]([C:18]([NH2:20])=[O:19])=[C:16]([CH3:23])[CH:15]=3)[CH2:10]2)[CH:5]=[C:6]([Cl:8])[CH:7]=1.[O:28]1[CH:32]=[CH:31][CH2:30][CH2:29]1.C(=O)([O-])O.[Na+], predict the reaction product. The product is: [Cl:1][C:2]1[CH:3]=[C:4]([C:9]2([C:24]([F:25])([F:27])[F:26])[O:13][N:12]=[C:11]([C:14]3[CH:22]=[CH:21][C:17]([C:18]([NH:20][CH:29]4[CH2:30][CH2:31][CH2:32][O:28]4)=[O:19])=[C:16]([CH3:23])[CH:15]=3)[CH2:10]2)[CH:5]=[C:6]([Cl:8])[CH:7]=1.